Dataset: Forward reaction prediction with 1.9M reactions from USPTO patents (1976-2016). Task: Predict the product of the given reaction. (1) Given the reactants CON(C)[C:4]([CH:6]1[CH2:11][CH2:10][N:9]([C:12]2[CH:17]=[CH:16][C:15]([Cl:18])=[CH:14][N:13]=2)[CH2:8][CH2:7]1)=[O:5].[Br-].O.Cl, predict the reaction product. The product is: [Cl:18][C:15]1[CH:16]=[CH:17][C:12]([N:9]2[CH2:8][CH2:7][CH:6]([C:4](=[O:5])[CH2:8][CH2:7][CH:6]=[CH2:4])[CH2:11][CH2:10]2)=[N:13][CH:14]=1. (2) Given the reactants Cl[C:2]1[C:11]2[C:6](=[CH:7][CH:8]=[C:9]([CH3:12])[CH:10]=2)[N:5]=[C:4]([N:13]2[CH2:19][C:18]3[CH:20]=[CH:21][CH:22]=[CH:23][C:17]=3[S:16](=[O:25])(=[O:24])[CH2:15][CH2:14]2)[CH:3]=1.[NH:26]1[CH2:30][C@H:29]([OH:31])[C@@H:28]([OH:32])[CH2:27]1, predict the reaction product. The product is: [O:24]=[S:16]1(=[O:25])[C:17]2[CH:23]=[CH:22][CH:21]=[CH:20][C:18]=2[CH2:19][N:13]([C:4]2[CH:3]=[C:2]([N:26]3[CH2:30][C@H:29]([OH:31])[C@@H:28]([OH:32])[CH2:27]3)[C:11]3[C:6](=[CH:7][CH:8]=[C:9]([CH3:12])[CH:10]=3)[N:5]=2)[CH2:14][CH2:15]1. (3) Given the reactants [Br:1][C:2]1[S:3][C:4]([Br:13])=[CH:5][C:6]=1[C:7]1[CH:12]=[CH:11][CH:10]=[CH:9][CH:8]=1.[Li+].[CH3:15][CH:16]([N-]C(C)C)C.O1CC1.O, predict the reaction product. The product is: [Br:13][C:4]1[S:3][C:2]([Br:1])=[C:6]([C:7]2[CH:12]=[CH:11][CH:10]=[CH:9][CH:8]=2)[C:5]=1[CH2:15][CH3:16]. (4) Given the reactants [C:1]([C:4]1[CH:5]=[CH:6][C:7]([NH:10][S:11]([C:14]2[CH:19]=[CH:18][C:17]([O:20][CH2:21][CH2:22][CH2:23][N:24]([CH3:26])[CH3:25])=[CH:16][CH:15]=2)(=[O:13])=[O:12])=[N:8][CH:9]=1)(=[O:3])[CH3:2].Br.C(O)(=O)C.C1CNC(=O)C1.Br[Br-]Br.[C:41]([O-:44])(=[S:43])[CH3:42].[K+].O.O.O.P([O-])([O-])([O-])=O.[K+].[K+].[K+], predict the reaction product. The product is: [CH3:25][N:24]([CH3:26])[CH2:23][CH2:22][CH2:21][O:20][C:17]1[CH:18]=[CH:19][C:14]([S:11]([NH:10][C:7]2[N:8]=[CH:9][C:4]([C:1](=[O:3])[CH2:2][S:43][C:41](=[O:44])[CH3:42])=[CH:5][CH:6]=2)(=[O:13])=[O:12])=[CH:15][CH:16]=1.